This data is from Peptide-MHC class I binding affinity with 185,985 pairs from IEDB/IMGT. The task is: Regression. Given a peptide amino acid sequence and an MHC pseudo amino acid sequence, predict their binding affinity value. This is MHC class I binding data. (1) The peptide sequence is ERYFRINSL. The MHC is HLA-B57:01 with pseudo-sequence HLA-B57:01. The binding affinity (normalized) is 0. (2) The peptide sequence is GQINQIDPWI. The MHC is H-2-Db with pseudo-sequence H-2-Db. The binding affinity (normalized) is 0.0965. (3) The peptide sequence is TPQSNRPVM. The MHC is HLA-B07:02 with pseudo-sequence HLA-B07:02. The binding affinity (normalized) is 0.432. (4) The peptide sequence is GDVEKLSKY. The MHC is Mamu-B8701 with pseudo-sequence Mamu-B8701. The binding affinity (normalized) is 0.831. (5) The peptide sequence is SAPSLKAT. The MHC is Mamu-A01 with pseudo-sequence Mamu-A01. The binding affinity (normalized) is 0. (6) The peptide sequence is MMWYWGPSL. The MHC is HLA-A31:01 with pseudo-sequence HLA-A31:01. The binding affinity (normalized) is 0.550.